Task: Predict which catalyst facilitates the given reaction.. Dataset: Catalyst prediction with 721,799 reactions and 888 catalyst types from USPTO Reactant: [CH3:1][C:2]1[N:3]=[C:4]([N:12]2[CH2:16][CH2:15][N:14]([C:17]3[CH:22]=[CH:21][CH:20]=[CH:19][CH:18]=3)[C:13]2=[O:23])[S:5][C:6]=1[C:7]([O:9]CC)=[O:8].O.[OH-].[Li+]. Product: [CH3:1][C:2]1[N:3]=[C:4]([N:12]2[CH2:16][CH2:15][N:14]([C:17]3[CH:18]=[CH:19][CH:20]=[CH:21][CH:22]=3)[C:13]2=[O:23])[S:5][C:6]=1[C:7]([OH:9])=[O:8]. The catalyst class is: 193.